Dataset: Reaction yield outcomes from USPTO patents with 853,638 reactions. Task: Predict the reaction yield, written as a fraction of the theoretical maximum amount of product (1.0 means a 100% yield; for example, 0.34 means a 34% yield). (1) The reactants are [F:1][C:2]1[CH:7]=[CH:6][C:5]([C:8](=[O:25])[CH2:9][C:10]2(O)[CH2:13][N:12]([C:14]([O:16][CH2:17][C:18]3[CH:23]=[CH:22][CH:21]=[CH:20][CH:19]=3)=[O:15])[CH2:11]2)=[C:4]([OH:26])[CH:3]=1.N1C=CC=CC=1.FC(F)(F)C(OC(=O)C(F)(F)F)=O.N12CCCN=C1CCCCC2. The catalyst is C(O)C.COC(C)(C)C. The product is [F:1][C:2]1[CH:3]=[C:4]2[C:5]([C:8](=[O:25])[CH2:9][C:10]3([CH2:11][N:12]([C:14]([O:16][CH2:17][C:18]4[CH:19]=[CH:20][CH:21]=[CH:22][CH:23]=4)=[O:15])[CH2:13]3)[O:26]2)=[CH:6][CH:7]=1. The yield is 0.455. (2) The reactants are [O:1]=[C:2]([CH3:10])[CH2:3][S:4][CH2:5][C:6]([O:8][CH3:9])=[O:7].[Na].[C:12]1(=O)[CH2:17][CH2:16][CH2:15][CH2:14][C:13]1=O. The catalyst is CO. The product is [C:2]([C:3]1[S:4][C:5]([C:6]([O:8][CH3:9])=[O:7])=[C:13]2[CH2:14][CH2:15][CH2:16][CH2:17][C:12]=12)(=[O:1])[CH3:10]. The yield is 0.276. (3) The product is [CH2:30]([N:14]1[CH2:13][CH2:12][C@@:11]23[C:27]4[C:22]5[CH2:21][C@@H:15]1[C@:16]12[CH2:19][CH2:20][C@:9]2([O:8][CH2:7][O:6][C@@:5]([C:1]([CH3:4])([CH3:3])[CH3:2])([CH3:34])[C@H:18]2[CH2:17]1)[C@@H:10]3[O:28][C:26]=4[C:25]([OH:29])=[CH:24][CH:23]=5)[CH:31]=[CH2:32]. The reactants are [C:1]([C@:5]1([CH3:34])[C@@H:18]2[C@@:9]3([CH2:20][CH2:19][C@:16]4([CH2:17]2)[C@@:11]25[C:27]6[C:22](=[CH:23][CH:24]=[C:25]([OH:29])[C:26]=6[O:28][C@@H:10]32)[CH2:21][C@H:15]4[N:14]([CH2:30][CH:31]2C[CH2:32]2)[CH2:13][CH2:12]5)[O:8][CH2:7][O:6]1)([CH3:4])([CH3:3])[CH3:2].C(N1CC[C@@]23C4C5C[C@@H]1[C@H]2C[C@H]([C@](O)(C(C)(C)C)C)[C@H](O)[C@@H]3OC=4C(O)=C1CCC1=5)C=C.C1(CN2CC[C@@]34C5C6C[C@@H]2[C@H]3C[C@H]([C@](O)(C(C)(C)C)C)[C@H](O)[C@@H]4OC=5C(O)=C2CCC2=6)CC1. No catalyst specified. The yield is 0.490. (4) The reactants are [CH3:1][NH:2][S:3]([CH2:6][CH2:7][C:8]1[CH:13]=[CH:12][C:11]([N+:14]([O-])=O)=[CH:10][CH:9]=1)(=[O:5])=[O:4]. The catalyst is CO.[Pd]. The product is [CH3:1][NH:2][S:3]([CH2:6][CH2:7][C:8]1[CH:9]=[CH:10][C:11]([NH2:14])=[CH:12][CH:13]=1)(=[O:4])=[O:5]. The yield is 0.900. (5) The catalyst is ClCCCl. The reactants are ClC1C=C(Cl)C2N(C(C(O)=O)=CN=2)N=1.[Br:15][C:16]1[C:17]2[N:18]([C:23]([C:26]([OH:28])=O)=[CH:24][N:25]=2)[N:19]=[C:20]([Cl:22])[CH:21]=1.CN(C=O)C.C(Cl)(=O)C(Cl)=O.[F:40][C:41]1[CH:42]=[N:43][CH:44]=[CH:45][C:46]=1[NH2:47].CCN(C(C)C)C(C)C.ClC1C=C(Cl)C2N(C(C(NC3C=CN=CC=3F)=O)=CN=2)N=1. The yield is 0.840. The product is [Br:15][C:16]1[C:17]2[N:18]([C:23]([C:26]([NH:47][C:46]3[CH:45]=[CH:44][N:43]=[CH:42][C:41]=3[F:40])=[O:28])=[CH:24][N:25]=2)[N:19]=[C:20]([Cl:22])[CH:21]=1.